The task is: Predict the product of the given reaction.. This data is from Forward reaction prediction with 1.9M reactions from USPTO patents (1976-2016). (1) Given the reactants I[C:2]1[CH:3]=[C:4]([O:21][C:22]([F:25])([F:24])[F:23])[CH:5]=[C:6]2[C:11]=1[O:10][CH:9]([C:12]([F:15])([F:14])[F:13])C(C(OCC)=O)=[CH:7]2.CB1OB(C)OB(C)O1.C(Cl)Cl.[C:38]([O-])([O-])=O.[Cs+].[Cs+].[CH3:44][CH2:45][O:46][C:47]([CH3:49])=[O:48], predict the reaction product. The product is: [CH3:7][C:6]1[CH:5]=[C:4]([O:21][C:22]([F:23])([F:24])[F:25])[CH:3]=[C:2]2[C:11]=1[O:10][CH:9]([C:12]([F:13])([F:14])[F:15])[C:49]([C:47]([O:46][CH2:45][CH3:44])=[O:48])=[CH:38]2. (2) Given the reactants [CH2:1]1[O:9][C:8]2[CH:7]=[CH:6][C:5]([CH:10]3[C:22]4[NH:21][C:20]5[C:15](=[CH:16][CH:17]=[CH:18][CH:19]=5)[C:14]=4[CH2:13][CH2:12][NH:11]3)=[CH:4][C:3]=2[O:2]1.Cl.[N:24]1[CH:29]=[CH:28][C:27]([CH2:30]Cl)=[CH:26][CH:25]=1.C1CCN2C(=NCCC2)CC1.O, predict the reaction product. The product is: [CH2:1]1[O:9][C:8]2[CH:7]=[CH:6][C:5]([CH:10]3[C:22]4[NH:21][C:20]5[C:15](=[CH:16][CH:17]=[CH:18][CH:19]=5)[C:14]=4[CH2:13][CH2:12][N:11]3[CH2:30][C:27]3[CH:28]=[CH:29][N:24]=[CH:25][CH:26]=3)=[CH:4][C:3]=2[O:2]1.